This data is from Catalyst prediction with 721,799 reactions and 888 catalyst types from USPTO. The task is: Predict which catalyst facilitates the given reaction. Reactant: [C:1]([CH2:4][O:5][C:6]1[CH:11]=[CH:10][CH:9]=[CH:8][C:7]=1[CH2:12][CH2:13][NH:14][C:15]([C:17]1[NH:21][C:20]2[C:22]([Cl:26])=[C:23]([Cl:25])[S:24][C:19]=2[CH:18]=1)=[O:16])(O)=[O:2].C1C=CC2N(O)N=[N:33]C=2C=1.CCN(C(C)C)C(C)C.[Cl-].[NH4+].CCN=C=NCCCN(C)C. Product: [C:1]([CH2:4][O:5][C:6]1[CH:11]=[CH:10][CH:9]=[CH:8][C:7]=1[CH2:12][CH2:13][NH:14][C:15]([C:17]1[NH:21][C:20]2[C:22]([Cl:26])=[C:23]([Cl:25])[S:24][C:19]=2[CH:18]=1)=[O:16])(=[O:2])[NH2:33]. The catalyst class is: 18.